From a dataset of Peptide-MHC class I binding affinity with 185,985 pairs from IEDB/IMGT. Regression. Given a peptide amino acid sequence and an MHC pseudo amino acid sequence, predict their binding affinity value. This is MHC class I binding data. (1) The peptide sequence is ATIEAVLAK. The MHC is HLA-B57:01 with pseudo-sequence HLA-B57:01. The binding affinity (normalized) is 0.0847. (2) The peptide sequence is EVADRVIFM. The MHC is HLA-A03:01 with pseudo-sequence HLA-A03:01. The binding affinity (normalized) is 0.0847. (3) The binding affinity (normalized) is 0. The peptide sequence is MVRLPYKDA. The MHC is HLA-B08:01 with pseudo-sequence HLA-B08:01. (4) The MHC is HLA-A02:03 with pseudo-sequence HLA-A02:03. The peptide sequence is VLPFDIKYI. The binding affinity (normalized) is 0.790. (5) The peptide sequence is YLQGGGGPKA. The MHC is HLA-A02:01 with pseudo-sequence HLA-A02:01. The binding affinity (normalized) is 0.458. (6) The peptide sequence is AFDWPELEF. The MHC is HLA-B35:01 with pseudo-sequence HLA-B35:01. The binding affinity (normalized) is 0.598. (7) The peptide sequence is KMFHGGLRY. The MHC is HLA-A30:01 with pseudo-sequence HLA-A30:01. The binding affinity (normalized) is 0.706. (8) The peptide sequence is RTAPPSLYGR. The MHC is HLA-A31:01 with pseudo-sequence HLA-A31:01. The binding affinity (normalized) is 0.957. (9) The peptide sequence is KLPRMFLPK. The MHC is HLA-A01:01 with pseudo-sequence HLA-A01:01. The binding affinity (normalized) is 0.0847. (10) The peptide sequence is RGDKQRGGK. The MHC is Mamu-B3901 with pseudo-sequence Mamu-B3901. The binding affinity (normalized) is 0.297.